From a dataset of Forward reaction prediction with 1.9M reactions from USPTO patents (1976-2016). Predict the product of the given reaction. (1) Given the reactants [Cl:1][C:2]1[C:3]([CH2:31][N:32]2[CH2:37][CH2:36][NH:35][CH2:34][CH2:33]2)=[C:4]([C:27]([F:30])([F:29])[F:28])[CH:5]=[C:6]2[C:11]=1[NH:10][C:9](=[O:12])[N:8]([NH:13][C:14]1[CH:19]=[C:18]([Cl:20])[CH:17]=[CH:16][C:15]=1[S:21]([CH2:24][CH3:25])(=[O:23])=[O:22])[C:7]2=[O:26].[C:38](OC(=O)N[C@@H]1CCNC1)(C)(C)C, predict the reaction product. The product is: [Cl:1][C:2]1[C:3]([CH2:31][N:32]2[CH2:33][CH2:34][N:35]([CH3:38])[CH2:36][CH2:37]2)=[C:4]([C:27]([F:30])([F:28])[F:29])[CH:5]=[C:6]2[C:11]=1[NH:10][C:9](=[O:12])[N:8]([NH:13][C:14]1[CH:19]=[C:18]([Cl:20])[CH:17]=[CH:16][C:15]=1[S:21]([CH2:24][CH3:25])(=[O:22])=[O:23])[C:7]2=[O:26]. (2) Given the reactants [C:1]([O:5][C:6]([N:8]1[CH2:12][CH2:11][CH2:10][CH:9]1[C:13]1[NH:14][C:15]([C:18]2[CH:31]=[CH:30][C:29]3[C:28]4[C:23](=[CH:24][C:25](Br)=[CH:26][CH:27]=4)[CH2:22][CH2:21][C:20]=3[CH:19]=2)=[CH:16][N:17]=1)=[O:7])([CH3:4])([CH3:3])[CH3:2].C([Sn](CCCC)(CCCC)[C:38]([O:40]CC)=[CH2:39])CCC.O.C1C(=O)N([Br:59])C(=O)C1, predict the reaction product. The product is: [C:1]([O:5][C:6]([N:8]1[CH2:12][CH2:11][CH2:10][CH:9]1[C:13]1[NH:14][C:15]([C:18]2[CH:31]=[CH:30][C:29]3[C:28]4[C:23](=[CH:24][C:25]([C:38](=[O:39])[CH2:40][Br:59])=[CH:26][CH:27]=4)[CH2:22][CH2:21][C:20]=3[CH:19]=2)=[CH:16][N:17]=1)=[O:7])([CH3:4])([CH3:3])[CH3:2]. (3) Given the reactants [F:1][C:2]1[CH:14]=[CH:13][C:5]2[C:6]([CH3:12])=[C:7]([C:9](O)=[O:10])[S:8][C:4]=2[CH:3]=1.C(N1C=CN=C1)(N1C=CN=C1)=O.[CH3:27][NH:28][O:29][CH3:30], predict the reaction product. The product is: [F:1][C:2]1[CH:14]=[CH:13][C:5]2[C:6]([CH3:12])=[C:7]([C:9]([N:28]([CH3:27])[O:29][CH3:30])=[O:10])[S:8][C:4]=2[CH:3]=1. (4) Given the reactants [CH3:1][O:2][C:3]1[CH:12]=[C:11]2[C:6]([C:7]([NH:13][C:14]3[CH:15]=[N:16][C:17]([NH:20]C(=O)C4C=CC=CC=4)=[N:18][CH:19]=3)=[CH:8][CH:9]=[N:10]2)=[CH:5][CH:4]=1.Cl, predict the reaction product. The product is: [CH3:1][O:2][C:3]1[CH:12]=[C:11]2[C:6]([C:7]([NH:13][C:14]3[CH:15]=[N:16][C:17]([NH2:20])=[N:18][CH:19]=3)=[CH:8][CH:9]=[N:10]2)=[CH:5][CH:4]=1. (5) Given the reactants CO.Cl.CON.[F:7][C@H:8]1[C@H:12]([O:13][CH2:14][C:15]2[CH:20]=[CH:19][C:18]([CH3:21])=[CH:17][CH:16]=2)[C@@H:11]([CH2:22][O:23][CH2:24][C:25]2[CH:30]=[CH:29][C:28]([CH3:31])=[CH:27][CH:26]=2)[O:10][CH:9]1[OH:32].C(N(CC)CC)C, predict the reaction product. The product is: [F:7][C@H:8]([C@H:12]([O:13][CH2:14][C:15]1[CH:16]=[CH:17][C:18]([CH3:21])=[CH:19][CH:20]=1)[C@H:11]([OH:10])[CH2:22][O:23][CH2:24][C:25]1[CH:30]=[CH:29][C:28]([CH3:31])=[CH:27][CH:26]=1)[CH:9]=[O:32].